From a dataset of Reaction yield outcomes from USPTO patents with 853,638 reactions. Predict the reaction yield, written as a fraction of the theoretical maximum amount of product (1.0 means a 100% yield; for example, 0.34 means a 34% yield). (1) The reactants are [CH:1]([O:4][C:5]1[CH:6]=[C:7]([CH:12]=[CH:13][C:14]=1[CH3:15])[C:8]([O:10][CH3:11])=[O:9])([CH3:3])[CH3:2].[Br:16]N1C(=O)CCC1=O. The catalyst is C(OCC)(=O)C.N(C(C)(C)C#N)=NC(C)(C)C#N. The product is [Br:16][CH2:15][C:14]1[CH:13]=[CH:12][C:7]([C:8]([O:10][CH3:11])=[O:9])=[CH:6][C:5]=1[O:4][CH:1]([CH3:3])[CH3:2]. The yield is 0.640. (2) The reactants are [CH2:1]([C:3]1[C:4](=[O:24])[NH:5][C:6]([C:11]2[CH:16]=[C:15]([NH:17][CH2:18][CH3:19])[CH:14]=[CH:13][C:12]=2[O:20][CH2:21][CH2:22][CH3:23])=[N:7][C:8]=1[CH2:9][CH3:10])[CH3:2].[CH2:25]([N:27]=[C:28]=[O:29])[CH3:26]. The catalyst is C(O)C. The product is [CH2:18]([N:17]([C:15]1[CH:14]=[CH:13][C:12]([O:20][CH2:21][CH2:22][CH3:23])=[C:11]([C:6]2[NH:5][C:4](=[O:24])[C:3]([CH2:1][CH3:2])=[C:8]([CH2:9][CH3:10])[N:7]=2)[CH:16]=1)[C:28]([NH:27][CH2:25][CH3:26])=[O:29])[CH3:19]. The yield is 0.800. (3) The reactants are [CH3:1][O:2][C:3](=[O:22])[C:4]1[CH:9]=[C:8]([N+:10]([O-])=O)[C:7]([NH2:13])=[C:6]([Cl:14])[C:5]=1[NH:15][C:16]1[CH:21]=[CH:20][CH:19]=[CH:18][CH:17]=1.CCO.CO.[NH4+].[Cl-].C1COCC1. The catalyst is C(Cl)Cl.C1COCC1.O.[Zn]. The product is [CH3:1][O:2][C:3](=[O:22])[C:4]1[CH:9]=[C:8]([NH2:10])[C:7]([NH2:13])=[C:6]([Cl:14])[C:5]=1[NH:15][C:16]1[CH:17]=[CH:18][CH:19]=[CH:20][CH:21]=1. The yield is 0.700.